Dataset: NCI-60 drug combinations with 297,098 pairs across 59 cell lines. Task: Regression. Given two drug SMILES strings and cell line genomic features, predict the synergy score measuring deviation from expected non-interaction effect. Drug 1: CC1=C(C=C(C=C1)NC2=NC=CC(=N2)N(C)C3=CC4=NN(C(=C4C=C3)C)C)S(=O)(=O)N.Cl. Drug 2: CC1=C2C(C(=O)C3(C(CC4C(C3C(C(C2(C)C)(CC1OC(=O)C(C(C5=CC=CC=C5)NC(=O)C6=CC=CC=C6)O)O)OC(=O)C7=CC=CC=C7)(CO4)OC(=O)C)O)C)OC(=O)C. Cell line: SN12C. Synergy scores: CSS=49.6, Synergy_ZIP=3.51, Synergy_Bliss=7.14, Synergy_Loewe=-3.18, Synergy_HSA=8.24.